Dataset: Peptide-MHC class I binding affinity with 185,985 pairs from IEDB/IMGT. Task: Regression. Given a peptide amino acid sequence and an MHC pseudo amino acid sequence, predict their binding affinity value. This is MHC class I binding data. The peptide sequence is LQYGWSYFH. The MHC is Mamu-A07 with pseudo-sequence Mamu-A07. The binding affinity (normalized) is 0.00749.